Dataset: Catalyst prediction with 721,799 reactions and 888 catalyst types from USPTO. Task: Predict which catalyst facilitates the given reaction. (1) Reactant: [F:1][C:2]1[C:11]([F:12])=[C:10]([F:13])[CH:9]=[C:8]2[C:3]=1[CH:4]=[CH:5][C:6]([OH:14])=[CH:7]2.N1C=CC=CC=1.[F:21][C:22]([F:35])([F:34])[S:23](O[S:23]([C:22]([F:35])([F:34])[F:21])(=[O:25])=[O:24])(=[O:25])=[O:24].Cl. Product: [F:21][C:22]([F:35])([F:34])[S:23]([O:14][C:6]1[CH:5]=[CH:4][C:3]2[C:8](=[CH:9][C:10]([F:13])=[C:11]([F:12])[C:2]=2[F:1])[CH:7]=1)(=[O:25])=[O:24]. The catalyst class is: 4. (2) Reactant: Cl[C:2]1[C:11]2=[N:12][N:13](CC3C=CC(OC)=CC=3)[CH:14]=[C:10]2[C:9]2[CH:8]=[C:7]([O:24][CH3:25])[CH:6]=[CH:5][C:4]=2[N:3]=1.[NH2:26][C:27]1[CH:38]=[CH:37][C:30]2[NH:31][C:32](=[O:36])[O:33][C:34](=[O:35])[C:29]=2[CH:28]=1.Cl. Product: [CH3:25][O:24][C:7]1[CH:6]=[CH:5][C:4]2[N:3]=[C:2]([NH:26][C:27]3[CH:38]=[CH:37][C:30]4[NH:31][C:32](=[O:36])[O:33][C:34](=[O:35])[C:29]=4[CH:28]=3)[C:11]3=[N:12][NH:13][CH:14]=[C:10]3[C:9]=2[CH:8]=1. The catalyst class is: 71. (3) Reactant: [Br:1][C:2]1[N:3]=[C:4]([C:9]#[C:10][Si:11]([CH3:14])([CH3:13])[CH3:12])[C:5]([NH2:8])=[N:6][CH:7]=1.[CH3:15][C:16]1[CH:17]=CC(S(O)(=O)=O)=C[CH:21]=1.[CH3:26][C:27]([O:30][C:31](O[C:31]([O:30][C:27]([CH3:29])([CH3:28])[CH3:26])=[O:32])=[O:32])([CH3:29])[CH3:28].C.CC[O:44][C:45](C)=[O:46]. Product: [C:27]([O:30][C:31]([N:8]([C:5]1[C:4]([C:9]#[C:10][Si:11]([CH3:13])([CH3:12])[CH3:14])=[N:3][C:2]([Br:1])=[CH:7][N:6]=1)[C:45](=[O:44])[O:46][C:16]([CH3:15])([CH3:21])[CH3:17])=[O:32])([CH3:29])([CH3:28])[CH3:26]. The catalyst class is: 142. (4) Reactant: [CH2:1]([N:3]1[C:7]2[CH:8]=[CH:9][C:10]([C:12](O)=[O:13])=[CH:11][C:6]=2[N:5]=[C:4]1[NH:15][C:16]1[S:17][C:18]2[CH:24]=[C:23]([O:25][C:26]([F:29])([F:28])[F:27])[CH:22]=[CH:21][C:19]=2[N:20]=1)[CH3:2].[NH2:30][CH2:31][C:32]([N:34]1[CH2:39][CH2:38][N:37]([CH3:40])[CH2:36][CH2:35]1)=[O:33].CN(C(ON1N=NC2C=CC=CC1=2)=[N+](C)C)C.F[P-](F)(F)(F)(F)F.CCN(C(C)C)C(C)C. Product: [CH3:40][N:37]1[CH2:38][CH2:39][N:34]([C:32](=[O:33])[CH2:31][NH:30][C:12]([C:10]2[CH:9]=[CH:8][C:7]3[N:3]([CH2:1][CH3:2])[C:4]([NH:15][C:16]4[S:17][C:18]5[CH:24]=[C:23]([O:25][C:26]([F:28])([F:27])[F:29])[CH:22]=[CH:21][C:19]=5[N:20]=4)=[N:5][C:6]=3[CH:11]=2)=[O:13])[CH2:35][CH2:36]1. The catalyst class is: 3.